This data is from Forward reaction prediction with 1.9M reactions from USPTO patents (1976-2016). The task is: Predict the product of the given reaction. (1) Given the reactants [C:1]1([CH2:7][CH2:8][CH2:9][CH2:10][CH2:11]O)[CH:6]=[CH:5][CH:4]=[CH:3][CH:2]=1.C1(P(C2C=CC=CC=2)C2C=CC=CC=2)C=CC=CC=1.N1C=CN=C1.[I:37]I, predict the reaction product. The product is: [I:37][CH2:11][CH2:10][CH2:9][CH2:8][CH2:7][C:1]1[CH:6]=[CH:5][CH:4]=[CH:3][CH:2]=1. (2) Given the reactants Cl.[CH:2]1[CH:10]=[CH:9][C:8]2[CH2:11][CH2:12][N:6]3[C:7]=2[C:3]=1[C:4]1[CH2:16][NH:15][CH2:14][CH2:13][C:5]=13.[BH4-].[Na+].[OH-].[Na+], predict the reaction product. The product is: [CH:2]1[CH:10]=[CH:9][C:8]2[CH2:11][CH2:12][N:6]3[C:7]=2[C:3]=1[C@H:4]1[CH2:16][NH:15][CH2:14][CH2:13][C@H:5]13. (3) Given the reactants CC(C)([O-])C.[K+].[C:7]([CH2:9]P(=O)(OCC)OCC)#[N:8].[Cl:18][C:19]1[CH:24]=[CH:23][C:22]([S:25]([C:28]2([C:35]3[CH:40]=[C:39]([F:41])[CH:38]=[CH:37][C:36]=3[F:42])[CH2:33][CH2:32][C:31](=O)[CH2:30][CH2:29]2)(=[O:27])=[O:26])=[CH:21][CH:20]=1.C(OC(C)C)(=O)C, predict the reaction product. The product is: [Cl:18][C:19]1[CH:20]=[CH:21][C:22]([S:25]([C:28]2([C:35]3[CH:40]=[C:39]([F:41])[CH:38]=[CH:37][C:36]=3[F:42])[CH2:29][CH2:30][C:31](=[CH:9][C:7]#[N:8])[CH2:32][CH2:33]2)(=[O:26])=[O:27])=[CH:23][CH:24]=1. (4) Given the reactants [CH3:1][C:2]1([CH2:12][OH:13])[CH2:11][CH2:10][C:5]2([O:9][CH2:8][CH2:7][O:6]2)[CH2:4][CH2:3]1.C(=O)([O-])[O-].[Cs+].[Cs+].[Cl:20][C:21]1[C:22](F)=[CH:23][C:24]([F:34])=[C:25]([CH:33]=1)[C:26]([O:28][C:29]([CH3:32])([CH3:31])[CH3:30])=[O:27].Cl, predict the reaction product. The product is: [Cl:20][C:21]1[C:22]([O:13][CH2:12][C:2]2([CH3:1])[CH2:11][CH2:10][C:5]3([O:6][CH2:7][CH2:8][O:9]3)[CH2:4][CH2:3]2)=[CH:23][C:24]([F:34])=[C:25]([CH:33]=1)[C:26]([O:28][C:29]([CH3:30])([CH3:31])[CH3:32])=[O:27].